From a dataset of Forward reaction prediction with 1.9M reactions from USPTO patents (1976-2016). Predict the product of the given reaction. (1) Given the reactants [F:1][C:2]([F:42])([O:27][C:28]1[CH:33]=[CH:32][C:31]([O:34][CH2:35][CH2:36][CH2:37][C:38]([F:41])([F:40])[F:39])=[CH:30][CH:29]=1)[C:3]1[CH:8]=[CH:7][C:6](/[CH:9]=[CH:10]/[C:11]([O:13][CH2:14][C:15]2[CH:20]=[C:19]([N+:21]([O-])=O)[CH:18]=[C:17]([N+:24]([O-])=O)[CH:16]=2)=[O:12])=[CH:5][CH:4]=1, predict the reaction product. The product is: [F:1][C:2]([F:42])([O:27][C:28]1[CH:33]=[CH:32][C:31]([O:34][CH2:35][CH2:36][CH2:37][C:38]([F:41])([F:40])[F:39])=[CH:30][CH:29]=1)[C:3]1[CH:8]=[CH:7][C:6](/[CH:9]=[CH:10]/[C:11]([O:13][CH2:14][C:15]2[CH:20]=[C:19]([NH2:21])[CH:18]=[C:17]([NH2:24])[CH:16]=2)=[O:12])=[CH:5][CH:4]=1. (2) Given the reactants [CH2:1]([O:3][C:4]([C:6]1([CH3:27])[CH2:11][CH2:10][N:9]([C:12]2[CH2:26][C:15]3([CH2:18][N:17](C(OC(C)(C)C)=O)[CH2:16]3)[O:14][N:13]=2)[CH2:8][CH2:7]1)=[O:5])[CH3:2].[CH:28]1([C:32]2[C:39]([CH:40]3[CH2:42][CH2:41]3)=[CH:38][C:35]([CH:36]=O)=[C:34]([O:43][CH3:44])[CH:33]=2)[CH2:31][CH2:30][CH2:29]1, predict the reaction product. The product is: [CH:28]1([C:32]2[C:39]([CH:40]3[CH2:41][CH2:42]3)=[CH:38][C:35]([CH2:36][N:17]3[CH2:18][C:15]4([CH2:26][C:12]([N:9]5[CH2:8][CH2:7][C:6]([CH3:27])([C:4]([O:3][CH2:1][CH3:2])=[O:5])[CH2:11][CH2:10]5)=[N:13][O:14]4)[CH2:16]3)=[C:34]([O:43][CH3:44])[CH:33]=2)[CH2:29][CH2:30][CH2:31]1.